Task: Predict the reactants needed to synthesize the given product.. Dataset: Full USPTO retrosynthesis dataset with 1.9M reactions from patents (1976-2016) (1) Given the product [Br:36][CH2:1][C:2]1[C:7]([CH:8]([F:9])[F:10])=[CH:6][CH:5]=[CH:4][C:3]=1[N:11]1[C:15](=[O:16])[N:14]([CH3:17])[N:13]=[N:12]1, predict the reactants needed to synthesize it. The reactants are: [CH3:1][C:2]1[C:7]([CH:8]([F:10])[F:9])=[CH:6][CH:5]=[CH:4][C:3]=1[N:11]1[C:15](=[O:16])[N:14]([CH3:17])[N:13]=[N:12]1.N(C1(C#N)CCCCC1)=NC1(C#N)CCCCC1.[Br:36]N1C(=O)CCC1=O.ClC1C=CC=CC=1. (2) The reactants are: [N:1]1[C:10]2[C:5](=[CH:6][CH:7]=[CH:8][CH:9]=2)[C:4]([CH:11]=O)=[CH:3][CH:2]=1.Cl.[NH2:14][OH:15].O.N1C=CC=CC=1. Given the product [N:1]1[C:10]2[C:5](=[CH:6][CH:7]=[CH:8][CH:9]=2)[C:4]([CH:11]=[N:14][OH:15])=[CH:3][CH:2]=1, predict the reactants needed to synthesize it.